Regression. Given two drug SMILES strings and cell line genomic features, predict the synergy score measuring deviation from expected non-interaction effect. From a dataset of NCI-60 drug combinations with 297,098 pairs across 59 cell lines. (1) Drug 1: COC1=CC(=CC(=C1O)OC)C2C3C(COC3=O)C(C4=CC5=C(C=C24)OCO5)OC6C(C(C7C(O6)COC(O7)C8=CC=CS8)O)O. Drug 2: CN(C)N=NC1=C(NC=N1)C(=O)N. Cell line: DU-145. Synergy scores: CSS=9.40, Synergy_ZIP=-4.76, Synergy_Bliss=-9.78, Synergy_Loewe=-24.2, Synergy_HSA=-9.74. (2) Drug 2: C1=NC2=C(N1)C(=S)N=CN2. Cell line: MOLT-4. Drug 1: C1=CC(=CC=C1CCCC(=O)O)N(CCCl)CCCl. Synergy scores: CSS=55.9, Synergy_ZIP=-5.74, Synergy_Bliss=-10.3, Synergy_Loewe=-11.3, Synergy_HSA=-8.43. (3) Drug 1: CC1=C2C(C(=O)C3(C(CC4C(C3C(C(C2(C)C)(CC1OC(=O)C(C(C5=CC=CC=C5)NC(=O)OC(C)(C)C)O)O)OC(=O)C6=CC=CC=C6)(CO4)OC(=O)C)O)C)O. Drug 2: CC1CCCC2(C(O2)CC(NC(=O)CC(C(C(=O)C(C1O)C)(C)C)O)C(=CC3=CSC(=N3)C)C)C. Cell line: RXF 393. Synergy scores: CSS=24.9, Synergy_ZIP=0.923, Synergy_Bliss=-0.971, Synergy_Loewe=-8.16, Synergy_HSA=-1.92. (4) Drug 1: CC1=CC2C(CCC3(C2CCC3(C(=O)C)OC(=O)C)C)C4(C1=CC(=O)CC4)C. Drug 2: CCC1=C2CN3C(=CC4=C(C3=O)COC(=O)C4(CC)O)C2=NC5=C1C=C(C=C5)O. Cell line: UACC62. Synergy scores: CSS=27.1, Synergy_ZIP=-0.284, Synergy_Bliss=0.705, Synergy_Loewe=-29.7, Synergy_HSA=0.140. (5) Drug 1: CC12CCC3C(C1CCC2=O)CC(=C)C4=CC(=O)C=CC34C. Drug 2: C1=NC2=C(N1)C(=S)N=C(N2)N. Cell line: HCT-15. Synergy scores: CSS=57.2, Synergy_ZIP=-3.67, Synergy_Bliss=-5.66, Synergy_Loewe=-5.33, Synergy_HSA=-2.22. (6) Drug 1: C1CC(=O)NC(=O)C1N2CC3=C(C2=O)C=CC=C3N. Drug 2: CCN(CC)CCCC(C)NC1=C2C=C(C=CC2=NC3=C1C=CC(=C3)Cl)OC. Cell line: OVCAR-4. Synergy scores: CSS=16.9, Synergy_ZIP=-0.375, Synergy_Bliss=8.18, Synergy_Loewe=1.54, Synergy_HSA=7.30.